Dataset: Catalyst prediction with 721,799 reactions and 888 catalyst types from USPTO. Task: Predict which catalyst facilitates the given reaction. (1) Reactant: Br[C:2]1[C:3]([NH:9][C@H:10]([CH:12]2[CH2:17][CH2:16][O:15][CH2:14][CH2:13]2)[CH3:11])=[N:4][C:5]([Cl:8])=[N:6][CH:7]=1.[C:18]([O:23][CH2:24][CH3:25])(=[O:22])[C:19]#[C:20][CH3:21].[Cl-].[Li+].C(=O)([O-])[O-].[K+].[K+]. Product: [Cl:8][C:5]1[N:6]=[CH:7][C:2]2[C:19]([C:18]([O:23][CH2:24][CH3:25])=[O:22])=[C:20]([CH3:21])[N:9]([C@H:10]([CH:12]3[CH2:17][CH2:16][O:15][CH2:14][CH2:13]3)[CH3:11])[C:3]=2[N:4]=1. The catalyst class is: 274. (2) Reactant: [F:1][C:2]1[C:7]([NH2:8])=[CH:6][CH:5]=[C:4]([F:9])[C:3]=1[NH:10][C:11]1[C:16]([C:17]2[N:25]=[CH:24][N:23]=[C:22]3[C:18]=2[N:19]=[CH:20][N:21]3[CH:26]2[CH2:31][CH2:30][CH2:29][CH2:28][O:27]2)=[CH:15][CH:14]=[CH:13][N:12]=1.[O:32]1[C:36]2[C:37]([S:41](Cl)(=[O:43])=[O:42])=[CH:38][CH:39]=[CH:40][C:35]=2[CH2:34][CH2:33]1.N1C=CC=CC=1. Product: [F:1][C:2]1[C:3]([NH:10][C:11]2[C:16]([C:17]3[N:25]=[CH:24][N:23]=[C:22]4[C:18]=3[N:19]=[CH:20][N:21]4[CH:26]3[CH2:31][CH2:30][CH2:29][CH2:28][O:27]3)=[CH:15][CH:14]=[CH:13][N:12]=2)=[C:4]([F:9])[CH:5]=[CH:6][C:7]=1[NH:8][S:41]([C:37]1[C:36]2[O:32][CH2:33][CH2:34][C:35]=2[CH:40]=[CH:39][CH:38]=1)(=[O:42])=[O:43]. The catalyst class is: 4. (3) Reactant: CCN=C=NCCCN(C)C.Cl.C1C=CC2N(O)N=NC=2C=1.[CH2:23]([C:25]1([S:34]([C:37]2[CH:42]=[CH:41][CH:40]=[C:39]([C:43]([F:46])([F:45])[F:44])[CH:38]=2)(=[O:36])=[O:35])[CH2:30][CH2:29][O:28][CH:27]([C:31]([OH:33])=O)[CH2:26]1)[CH3:24].[OH:47]/[N:48]=[C:49](/[CH:51]1[CH2:53][CH2:52]1)\[NH2:50]. Product: [CH:51]1([C:49](=[N:48][OH:47])[NH:50][C:31]([CH:27]2[CH2:26][C:25]([CH2:23][CH3:24])([S:34]([C:37]3[CH:42]=[CH:41][CH:40]=[C:39]([C:43]([F:45])([F:46])[F:44])[CH:38]=3)(=[O:35])=[O:36])[CH2:30][CH2:29][O:28]2)=[O:33])[CH2:53][CH2:52]1. The catalyst class is: 20. (4) Reactant: [F:1][C:2]([F:10])([F:9])[CH2:3][CH2:4][S:5](Cl)(=[O:7])=[O:6].[Cl:11][C:12]1[CH:17]=[C:16]([Cl:18])[CH:15]=[CH:14][C:13]=1[N:19]1[C:23]([C:24]2[CH:29]=[CH:28][C:27]([OH:30])=[CH:26][CH:25]=2)=[C:22]([CH3:31])[C:21]([C:32]([NH:34][CH:35]2[CH2:40][CH2:39][CH2:38][CH:37]([N:41]([CH3:43])[CH3:42])[CH2:36]2)=[O:33])=[N:20]1.O. Product: [F:1][C:2]([F:10])([F:9])[CH2:3][CH2:4][S:5]([O:30][C:27]1[CH:26]=[CH:25][C:24]([C:23]2[N:19]([C:13]3[CH:14]=[CH:15][C:16]([Cl:18])=[CH:17][C:12]=3[Cl:11])[N:20]=[C:21]([C:32]([NH:34][CH:35]3[CH2:40][CH2:39][CH2:38][CH:37]([N:41]([CH3:43])[CH3:42])[CH2:36]3)=[O:33])[C:22]=2[CH3:31])=[CH:29][CH:28]=1)(=[O:7])=[O:6]. The catalyst class is: 2. (5) Reactant: [C:1]1([NH:7][C:8]([NH:10][NH:11][C:12]2[N:21]=[C:20]([C:22]([F:25])([F:24])[F:23])[CH:19]=[CH:18][C:13]=2[C:14]([O:16][CH3:17])=[O:15])=O)[CH:6]=[CH:5][CH:4]=[CH:3][CH:2]=1.P(Cl)(Cl)(Cl)=O. Product: [C:1]1([NH:7][C:8]2[N:21]3[C:20]([C:22]([F:25])([F:24])[F:23])=[CH:19][CH:18]=[C:13]([C:14]([O:16][CH3:17])=[O:15])[C:12]3=[N:11][N:10]=2)[CH:6]=[CH:5][CH:4]=[CH:3][CH:2]=1. The catalyst class is: 11. (6) Reactant: C(O[CH:4]=[C:5]([C:11]([O:13]CC)=O)[C:6]([O:8][CH2:9][CH3:10])=[O:7])C.[C:16]1([NH:22][NH:23]C(=O)C)[CH:21]=[CH:20][CH:19]=[CH:18][CH:17]=1. Product: [O:13]=[C:11]1[C:5]([C:6]([O:8][CH2:9][CH3:10])=[O:7])=[CH:4][N:22]([C:16]2[CH:21]=[CH:20][CH:19]=[CH:18][CH:17]=2)[NH:23]1. The catalyst class is: 265. (7) The catalyst class is: 6. Product: [CH:1]([C:4]1[C:12]2[C:7](=[CH:8][CH:9]=[C:10]([O:13][C:14]3[C:21]([C:22]([F:24])([F:23])[F:25])=[CH:20][C:17]([CH:30]4[NH:31][C:39](=[O:41])[NH:37][C:33]4=[O:36])=[CH:16][C:15]=3[C:26]([F:27])([F:28])[F:29])[CH:11]=2)[NH:6][CH:5]=1)([CH3:3])[CH3:2]. Reactant: [CH:1]([C:4]1[C:12]2[C:7](=[CH:8][CH:9]=[C:10]([O:13][C:14]3[C:21]([C:22]([F:25])([F:24])[F:23])=[CH:20][C:17](C=O)=[CH:16][C:15]=3[C:26]([F:29])([F:28])[F:27])[CH:11]=2)[NH:6][CH:5]=1)([CH3:3])[CH3:2].[C-:30]#[N:31].[Na+].[C:33](=[O:36])([O-])[O-].[NH4+:37].[NH4+].[CH2:39]([OH:41])C. (8) Reactant: [C:1]([C:3]1[CH:28]=[CH:27][C:6]([CH2:7][C@@:8]23[CH2:15][C@H:14]([NH2:16])[CH2:13][N:12]2[C:11](=[O:17])[N:10]([C:18]2[CH:23]=[C:22]([Cl:24])[CH:21]=[C:20]([Cl:25])[CH:19]=2)[C:9]3=[O:26])=[CH:5][CH:4]=1)#[N:2].[C:29](OC(=O)C)(=[O:31])[CH3:30]. Product: [C:1]([C:3]1[CH:4]=[CH:5][C:6]([CH2:7][C@@:8]23[CH2:15][C@H:14]([NH:16][C:29](=[O:31])[CH3:30])[CH2:13][N:12]2[C:11](=[O:17])[N:10]([C:18]2[CH:23]=[C:22]([Cl:24])[CH:21]=[C:20]([Cl:25])[CH:19]=2)[C:9]3=[O:26])=[CH:27][CH:28]=1)#[N:2]. The catalyst class is: 1. (9) Reactant: C(OC([N:8]1[CH2:13][CH2:12][N:11]([C:14]([C:16]2[C:17]3[C:31](/[CH:32]=[CH:33]/[C:34]4[CH:39]=[CH:38][C:37]([Cl:40])=[CH:36][CH:35]=4)=[N:30][N:29](C4CCCCO4)[C:18]=3[N:19]=[C:20]([C:22]3[CH:27]=[CH:26][C:25]([OH:28])=[CH:24][CH:23]=3)[CH:21]=2)=[O:15])[CH2:10][CH2:9]1)=O)(C)(C)C.Cl.O1CCOCC1. Product: [Cl:40][C:37]1[CH:36]=[CH:35][C:34](/[CH:33]=[CH:32]/[C:31]2[C:17]3[C:18](=[N:19][C:20]([C:22]4[CH:23]=[CH:24][C:25]([OH:28])=[CH:26][CH:27]=4)=[CH:21][C:16]=3[C:14]([N:11]3[CH2:10][CH2:9][NH:8][CH2:13][CH2:12]3)=[O:15])[NH:29][N:30]=2)=[CH:39][CH:38]=1. The catalyst class is: 5.